Predict the product of the given reaction. From a dataset of Forward reaction prediction with 1.9M reactions from USPTO patents (1976-2016). (1) Given the reactants [CH3:1][O:2][CH2:3][CH2:4][NH2:5].[Cl:6][CH2:7][CH2:8][N:9]=[C:10]=[O:11], predict the reaction product. The product is: [Cl:6][CH2:7][CH2:8][NH:9][C:10]([NH:5][CH2:4][CH2:3][O:2][CH3:1])=[O:11]. (2) Given the reactants [Br:1][C:2]1[C:3]([F:21])=[CH:4][C:5]2[CH:11]3[CH2:12][CH:9]([CH2:10]3)[N:8]3[CH:13]=[C:14]([C:16]([O:18][CH3:19])=[O:17])[N:15]=[C:7]3[C:6]=2[CH:20]=1.[C:22]([N:29]1[CH2:32][CH:31]([CH:33]=[O:34])[CH2:30]1)([O:24][C:25]([CH3:28])([CH3:27])[CH3:26])=[O:23], predict the reaction product. The product is: [Br:1][C:2]1[C:3]([F:21])=[CH:4][C:5]2[CH:11]3[CH2:10][CH:9]([CH2:12]3)[N:8]3[C:13]([CH:33]([CH:31]4[CH2:32][N:29]([C:22]([O:24][C:25]([CH3:28])([CH3:27])[CH3:26])=[O:23])[CH2:30]4)[OH:34])=[C:14]([C:16]([O:18][CH3:19])=[O:17])[N:15]=[C:7]3[C:6]=2[CH:20]=1.